From a dataset of Reaction yield outcomes from USPTO patents with 853,638 reactions. Predict the reaction yield, written as a fraction of the theoretical maximum amount of product (1.0 means a 100% yield; for example, 0.34 means a 34% yield). (1) The reactants are CO[C:3]1[CH:8]=[CH:7][C:6]([C:9](=O)[CH2:10][N:11]([CH3:29])[CH2:12][C:13]2[CH:18]=[CH:17][CH:16]=[C:15]([O:19][CH2:20][CH2:21][CH2:22][N:23]3[CH2:28][CH2:27][CH2:26][CH2:25][CH2:24]3)[CH:14]=2)=[CH:5][CH:4]=1.CNCC1C=CC=C(OCCCN2CCCCC2)C=1.BrCC(C1C=CC([C:60]([F:63])([F:62])[F:61])=CC=1)=O. The catalyst is C(Cl)Cl.O. The product is [CH3:29][N:11]1[CH2:10][CH:9]([C:6]2[CH:7]=[CH:8][CH:3]=[CH:4][C:5]=2[C:60]([F:63])([F:62])[F:61])[C:18]2[C:13](=[CH:14][C:15]([O:19][CH2:20][CH2:21][CH2:22][N:23]3[CH2:28][CH2:27][CH2:26][CH2:25][CH2:24]3)=[CH:16][CH:17]=2)[CH2:12]1. The yield is 0.840. (2) The reactants are [F:1][C:2]1[CH:7]=[CH:6][CH:5]=[C:4]([F:8])[C:3]=1[N:9]1[C:14]2[N:15]=[C:16]([N:29]3[CH2:34][CH2:33][CH:32]([N:35]4[CH2:40][CH2:39][CH:38]([CH3:41])[CH2:37][CH2:36]4)[CH2:31][CH2:30]3)[N:17]=[C:18]([C:19]3[CH:20]=[C:21]([CH:25]=[CH:26][C:27]=3[CH3:28])[C:22](O)=[O:23])[C:13]=2[CH:12]=[CH:11][C:10]1=[O:42].CN(C(O[N:51]1N=N[C:53]2C=CC=[CH:57][C:52]1=2)=[N+](C)C)C.F[P-](F)(F)(F)(F)F.C(N(CC)CC)C.C(N)(C)C. The catalyst is CN(C=O)C. The product is [F:1][C:2]1[CH:7]=[CH:6][CH:5]=[C:4]([F:8])[C:3]=1[N:9]1[C:14]2[N:15]=[C:16]([N:29]3[CH2:30][CH2:31][CH:32]([N:35]4[CH2:36][CH2:37][CH:38]([CH3:41])[CH2:39][CH2:40]4)[CH2:33][CH2:34]3)[N:17]=[C:18]([C:19]3[CH:20]=[C:21]([CH:25]=[CH:26][C:27]=3[CH3:28])[C:22]([NH:51][CH:52]([CH3:57])[CH3:53])=[O:23])[C:13]=2[CH:12]=[CH:11][C:10]1=[O:42]. The yield is 0.485. (3) The reactants are C(O)(C(F)(F)F)=O.C(OC(=O)[NH:14][CH2:15][C:16]1([C:19]2[O:20][C:21]([CH:24]3[CH2:30][CH2:29][C@@H:28]4[CH2:31][N:25]3[C:26](=[O:40])[N:27]4[O:32][CH2:33][C:34]3[CH:39]=[CH:38][CH:37]=[CH:36][CH:35]=3)=[N:22][N:23]=2)[CH2:18][CH2:17]1)(C)(C)C. The catalyst is C(Cl)Cl. The product is [NH2:14][CH2:15][C:16]1([C:19]2[O:20][C:21]([CH:24]3[CH2:30][CH2:29][C@@H:28]4[CH2:31][N:25]3[C:26](=[O:40])[N:27]4[O:32][CH2:33][C:34]3[CH:39]=[CH:38][CH:37]=[CH:36][CH:35]=3)=[N:22][N:23]=2)[CH2:17][CH2:18]1. The yield is 0.990.